This data is from Catalyst prediction with 721,799 reactions and 888 catalyst types from USPTO. The task is: Predict which catalyst facilitates the given reaction. (1) Reactant: [Cl:1][C:2]1[CH:3]=[C:4]2[C:8](=[CH:9][CH:10]=1)[NH:7][CH:6]=[C:5]2[CH2:11][CH2:12][NH:13][C:14](=[O:23])[C:15]1[CH:20]=[CH:19][C:18]([CH2:21]Cl)=[CH:17][CH:16]=1.[CH3:24][N:25]1[CH2:30][CH2:29][NH:28][CH2:27][CH2:26]1. Product: [Cl:1][C:2]1[CH:3]=[C:4]2[C:8](=[CH:9][CH:10]=1)[NH:7][CH:6]=[C:5]2[CH2:11][CH2:12][NH:13][C:14](=[O:23])[C:15]1[CH:20]=[CH:19][C:18]([CH2:21][N:28]2[CH2:29][CH2:30][N:25]([CH3:24])[CH2:26][CH2:27]2)=[CH:17][CH:16]=1. The catalyst class is: 1. (2) Reactant: C([NH:8][C:9]1[CH:21]=[CH:20][C:12]([C:13]([O:15][C:16]([CH3:19])([CH3:18])[CH3:17])=[O:14])=[C:11]([CH3:22])[CH:10]=1)C1C=CC=CC=1.[H][H]. Product: [NH2:8][C:9]1[CH:21]=[CH:20][C:12]([C:13]([O:15][C:16]([CH3:17])([CH3:18])[CH3:19])=[O:14])=[C:11]([CH3:22])[CH:10]=1. The catalyst class is: 29.